From a dataset of Full USPTO retrosynthesis dataset with 1.9M reactions from patents (1976-2016). Predict the reactants needed to synthesize the given product. Given the product [C:12]([O:11][C:4]1[CH:3]=[C:2]([Br:1])[CH:10]=[CH:9][C:5]=1[C:6]([OH:8])=[O:7])(=[O:14])[CH3:13], predict the reactants needed to synthesize it. The reactants are: [Br:1][C:2]1[CH:10]=[CH:9][C:5]([C:6]([OH:8])=[O:7])=[C:4]([OH:11])[CH:3]=1.[C:12](OC(=O)C)(=[O:14])[CH3:13].S(=O)(=O)(O)O.